Dataset: Catalyst prediction with 721,799 reactions and 888 catalyst types from USPTO. Task: Predict which catalyst facilitates the given reaction. (1) Reactant: [F:1][C:2]1[CH:3]=[C:4]([C:23]2[CH:28]=[CH:27][CH:26]=[C:25]([F:29])[C:24]=2[OH:30])[CH:5]=[CH:6][C:7]=1[C@H:8]([NH:10][C:11]([C:13]1([NH:16][C:17](=[O:22])[C:18]([F:21])([F:20])[F:19])[CH2:15][CH2:14]1)=[O:12])[CH3:9].C(N(CC)CC)C.[CH3:38][S:39](Cl)(=[O:41])=[O:40]. Product: [CH3:38][S:39]([O:30][C:24]1[C:25]([F:29])=[CH:26][CH:27]=[CH:28][C:23]=1[C:4]1[CH:5]=[CH:6][C:7]([C@H:8]([NH:10][C:11]([C:13]2([NH:16][C:17](=[O:22])[C:18]([F:19])([F:21])[F:20])[CH2:15][CH2:14]2)=[O:12])[CH3:9])=[C:2]([F:1])[CH:3]=1)(=[O:41])=[O:40]. The catalyst class is: 2. (2) Reactant: N1C=CC=CC=1C1OC=NC=1.BrCCC(Cl)=O.[N:18]1[CH:23]=[CH:22][CH:21]=[CH:20][C:19]=1[C:24]1[O:28][C:27]([C:29](=[O:32])[CH:30]=[CH2:31])=[N:26][CH:25]=1.[CH3:33][NH:34][CH2:35][CH2:36][CH2:37][C:38]1[CH:43]=[CH:42][CH:41]=[CH:40][CH:39]=1. Product: [N:18]1[CH:23]=[CH:22][CH:21]=[CH:20][C:19]=1[C:24]1[O:28][C:27]([C:29](=[O:32])[CH:30]=[CH2:31])=[N:26][CH:25]=1.[CH3:33][N:34]([CH2:35][CH2:36][CH2:37][C:38]1[CH:43]=[CH:42][CH:41]=[CH:40][CH:39]=1)[CH2:31][CH2:30][C:29]([C:27]1[O:28][C:24]([C:19]2[CH:20]=[CH:21][CH:22]=[CH:23][N:18]=2)=[CH:25][N:26]=1)=[O:32]. The catalyst class is: 2. (3) Reactant: Cl[C:2]1[C:3]([CH:5]=[C:6]([NH:10][C:11]2[C:20]3[C:15](=[CH:16][C:17]([O:23][CH2:24][CH2:25][O:26][CH3:27])=[C:18]([O:21][CH3:22])[CH:19]=3)[N:14]=[CH:13][N:12]=2)[C:7](=[O:9])[CH:8]=1)=[O:4].FC1C(O)=C(F)C(F)=C(F)C=1F.[NH2:40][C:41]1[CH:42]=[CH:43][C:44]2[N:45]([CH2:54][CH3:55])[C:46]3[C:51]([C:52]=2[CH:53]=1)=[CH:50][CH:49]=[CH:48][CH:47]=3.C(=O)([O-])[O-].[K+].[K+]. Product: [CH2:54]([N:45]1[C:44]2[CH:43]=[CH:42][C:41]([NH:40][C:2]3[C:3]([CH:5]=[C:6]([NH:10][C:11]4[C:20]5[C:15](=[CH:16][C:17]([O:23][CH2:24][CH2:25][O:26][CH3:27])=[C:18]([O:21][CH3:22])[CH:19]=5)[N:14]=[CH:13][N:12]=4)[C:7](=[O:9])[CH:8]=3)=[O:4])=[CH:53][C:52]=2[C:51]2[C:46]1=[CH:47][CH:48]=[CH:49][CH:50]=2)[CH3:55]. The catalyst class is: 95. (4) Reactant: Cl[C:2]1[N:10]=[C:9]([Cl:11])[CH:8]=[CH:7][C:3]=1[C:4]([NH2:6])=[O:5].[CH3:12][NH2:13]. Product: [Cl:11][C:9]1[CH:8]=[CH:7][C:3]([C:4]([NH2:6])=[O:5])=[C:2]([NH:13][CH3:12])[N:10]=1. The catalyst class is: 35. (5) Reactant: [NH2:1][C:2]1[N:10]=[CH:9][CH:8]=[CH:7][C:3]=1[C:4]([OH:6])=O.C(O)(=O)C.[CH:15](N)=[NH:16]. Product: [N:1]1[C:2]2[N:10]=[CH:9][CH:8]=[CH:7][C:3]=2[C:4]([OH:6])=[N:16][CH:15]=1. The catalyst class is: 486.